Task: Binary Classification. Given a T-cell receptor sequence (or CDR3 region) and an epitope sequence, predict whether binding occurs between them.. Dataset: TCR-epitope binding with 47,182 pairs between 192 epitopes and 23,139 TCRs (1) The epitope is GILGFVFTL. The TCR CDR3 sequence is CASTEWTALSYNEQFF. Result: 1 (the TCR binds to the epitope). (2) The epitope is GLCTLVAML. The TCR CDR3 sequence is CASSQGLSGGLSYNEQFF. Result: 1 (the TCR binds to the epitope).